This data is from Full USPTO retrosynthesis dataset with 1.9M reactions from patents (1976-2016). The task is: Predict the reactants needed to synthesize the given product. (1) Given the product [O:14]([C:21]1[CH:26]=[C:25]([CH2:12][C:11]([C:7]2[CH:6]=[C:5]3[C:10](=[CH:9][CH:8]=2)[N:1]=[CH:2][CH:3]=[CH:4]3)=[O:13])[CH:24]=[CH:23][CH:22]=1)[C:15]1[CH:20]=[CH:19][CH:18]=[CH:17][CH:16]=1, predict the reactants needed to synthesize it. The reactants are: [N:1]1[C:10]2[C:5](=[CH:6][C:7]([C:11](=[O:13])[CH3:12])=[CH:8][CH:9]=2)[CH:4]=[CH:3][CH:2]=1.[O:14]([C:21]1[CH:26]=[CH:25][CH:24]=[C:23](Br)[CH:22]=1)[C:15]1[CH:20]=[CH:19][CH:18]=[CH:17][CH:16]=1.CC(C)([O-])C.[K+]. (2) Given the product [NH2:1][C:2]([NH:4][C:5]1[C:6]([C:25]([NH2:27])=[O:26])=[N:7][N:8]([C:10]2[CH:15]=[CH:14][C:13]([C:16]3[CH:21]=[C:20]([F:22])[CH:19]=[CH:18][C:17]=3[O:23][CH3:28])=[C:12]([F:24])[CH:11]=2)[CH:9]=1)=[O:3], predict the reactants needed to synthesize it. The reactants are: [NH2:1][C:2]([NH:4][C:5]1[C:6]([C:25]([NH2:27])=[O:26])=[N:7][N:8]([C:10]2[CH:15]=[CH:14][C:13]([C:16]3[CH:21]=[C:20]([F:22])[CH:19]=[CH:18][C:17]=3[OH:23])=[C:12]([F:24])[CH:11]=2)[CH:9]=1)=[O:3].[C:28]([O-])([O-])=O.[K+].[K+].CN(C=O)C.CI. (3) Given the product [Cl:1][C:2]1[N:10]=[C:9]2[C:5]([N:6]([CH2:11][C:12]3[CH:17]=[CH:16][C:15]([C:18]([F:21])([F:20])[F:19])=[CH:14][CH:13]=3)[CH:7]=[N:8]2)=[C:4]([NH:22][C@@H:23]([CH:29]2[CH2:32][CH2:31][CH2:30]2)[CH2:24][CH2:25][C:26]([O:28][CH3:33])=[O:27])[N:3]=1, predict the reactants needed to synthesize it. The reactants are: [Cl:1][C:2]1[N:10]=[C:9]2[C:5]([N:6]([CH2:11][C:12]3[CH:17]=[CH:16][C:15]([C:18]([F:21])([F:20])[F:19])=[CH:14][CH:13]=3)[CH:7]=[N:8]2)=[C:4]([NH:22][C@@H:23]([CH:29]2[CH2:32][CH2:31][CH2:30]2)[CH2:24][CH2:25][C:26]([OH:28])=[O:27])[N:3]=1.[C:33](Cl)(=O)C(Cl)=O.CN(C=O)C.CO. (4) Given the product [CH3:24][O:23][C:17]1[CH:16]=[C:15](/[C:12](=[CH:11]/[C:8]2[CH:7]=[CH:6][C:5]([CH:4]=[O:3])=[CH:10][CH:9]=2)/[C:13]#[N:14])[CH:20]=[CH:19][C:18]=1[O:21][CH3:22], predict the reactants needed to synthesize it. The reactants are: C([O:3][CH:4](OCC)[C:5]1[CH:10]=[CH:9][C:8](/[CH:11]=[C:12](/[C:15]2[CH:20]=[CH:19][C:18]([O:21][CH3:22])=[C:17]([O:23][CH3:24])[CH:16]=2)\[C:13]#[N:14])=[CH:7][CH:6]=1)C.O.S(=O)(=O)(O)O. (5) Given the product [C:8]([O:7][C:1](=[O:12])[NH:13][C:14]1[CH:19]=[CH:18][CH:17]=[CH:16][N:15]=1)([CH3:9])([CH3:10])[CH3:11], predict the reactants needed to synthesize it. The reactants are: [C:1](=[O:12])([O:7][C:8]([CH3:11])([CH3:10])[CH3:9])OC(C)(C)C.[NH2:13][C:14]1[CH:19]=[CH:18][CH:17]=[CH:16][N:15]=1. (6) Given the product [F:10][C:11]1[CH:16]=[CH:15][C:14]([S:17]([NH:1][C@H:2]([C:6]([OH:8])=[O:7])[CH:3]([CH3:5])[CH3:4])(=[O:19])=[O:18])=[CH:13][CH:12]=1, predict the reactants needed to synthesize it. The reactants are: [NH2:1][C@H:2]([C:6]([OH:8])=[O:7])[CH:3]([CH3:5])[CH3:4].O.[F:10][C:11]1[CH:16]=[CH:15][C:14]([S:17](Cl)(=[O:19])=[O:18])=[CH:13][CH:12]=1.CCCCCC. (7) Given the product [F:13][CH2:14][CH:15]([CH2:16][F:17])[O:12][C:9]1[CH:10]=[C:11]2[C:6](=[CH:7][CH:8]=1)[N:5]=[CH:4][N:3]=[C:2]2[NH:30][C:28]1[S:27][C:25]2[C:24]([N:29]=1)=[CH:23][CH:22]=[C:21]([O:20][CH3:19])[N:26]=2, predict the reactants needed to synthesize it. The reactants are: Cl[C:2]1[C:11]2[C:6](=[CH:7][CH:8]=[C:9]([OH:12])[CH:10]=2)[N:5]=[CH:4][N:3]=1.[F:13][CH2:14][CH:15](O)[CH2:16][F:17].[CH3:19][O:20][C:21]1[N:26]=[C:25]2[S:27][C:28]([NH2:30])=[N:29][C:24]2=[CH:23][CH:22]=1.